This data is from Retrosynthesis with 50K atom-mapped reactions and 10 reaction types from USPTO. The task is: Predict the reactants needed to synthesize the given product. (1) Given the product CC(=O)NNc1ccc(I)cc1, predict the reactants needed to synthesize it. The reactants are: CC(=O)O.NNc1ccc(I)cc1. (2) Given the product COc1ccc(-c2cc(CN3CCNCC3)c(=O)n(CC3CC3)n2)cc1F, predict the reactants needed to synthesize it. The reactants are: COc1ccc(-c2cc(CN3CCN(C(=O)OC(C)(C)C)CC3)c(=O)n(CC3CC3)n2)cc1F. (3) Given the product Cc1cc(NC(=O)c2csc(-c3ccc(C(F)(F)F)cc3)n2)cnc1C1=CCC(N2CCOCC2)CC1, predict the reactants needed to synthesize it. The reactants are: CCOC(=O)c1csc(-c2ccc(C(F)(F)F)cc2)n1.Cc1cc(N)cnc1C1=CCC(N2CCOCC2)CC1. (4) Given the product CC(C)(C)OC(=O)c1cc(Cc2ccccc2)sc1NC(=O)Nc1c(Cl)cccc1Cl, predict the reactants needed to synthesize it. The reactants are: CC(C)(C)OC(=O)c1cc(Cc2ccccc2)sc1N.O=C=Nc1c(Cl)cccc1Cl. (5) Given the product CC(C)(C)OC(=O)NC1(c2ccc(-c3nc4ccc(NN)nc4cc3-c3ccccc3)cc2)CCC1, predict the reactants needed to synthesize it. The reactants are: CC(C)(C)OC(=O)NC1(c2ccc(-c3nc4ccc(Cl)nc4cc3-c3ccccc3)cc2)CCC1.NN. (6) Given the product COC(=O)c1cc2c(Oc3ccc4[nH]ccc4c3)ccnc2cc1OC, predict the reactants needed to synthesize it. The reactants are: COC(=O)c1cc2c(Cl)ccnc2cc1OC.Oc1ccc2[nH]ccc2c1. (7) The reactants are: Clc1cccc(Cl)c1CBr.Nc1ncc2cc(-c3c(Cl)cccc3Cl)c(=O)[nH]c2n1. Given the product Nc1ncc2cc(-c3c(Cl)cccc3Cl)c(=O)n(Cc3c(Cl)cccc3Cl)c2n1, predict the reactants needed to synthesize it. (8) Given the product O=C(Nc1ccc(C(=O)N2Cc3cccn3Cc3ccccc32)cc1)c1ccccc1F, predict the reactants needed to synthesize it. The reactants are: Nc1ccc(C(=O)N2Cc3cccn3Cc3ccccc32)cc1.O=C(Cl)c1ccccc1F. (9) Given the product COCCOc1ccn2c(C(=O)Nc3cccc4c3cnn4Cc3ccccc3)cnc2c1, predict the reactants needed to synthesize it. The reactants are: COCCOc1ccn2c(C(=O)O)cnc2c1.Nc1cccc2c1cnn2Cc1ccccc1. (10) Given the product CC(C)CC(C(=O)O)c1cc(-c2ccc(C(F)(F)F)cc2)cc(C2CCCN(C(c3ccccc3)c3ccccc3)C2)c1, predict the reactants needed to synthesize it. The reactants are: CCOC(=O)C(CC(C)C)c1cc(-c2ccc(C(F)(F)F)cc2)cc(C2CCCN(C(c3ccccc3)c3ccccc3)C2)c1.